This data is from Full USPTO retrosynthesis dataset with 1.9M reactions from patents (1976-2016). The task is: Predict the reactants needed to synthesize the given product. (1) Given the product [C:1]([C:5]1[CH:10]=[CH:9][C:8]([C:14](=[O:15])[CH2:13][CH2:12][Cl:11])=[CH:7][CH:6]=1)([CH3:4])([CH3:3])[CH3:2], predict the reactants needed to synthesize it. The reactants are: [C:1]([C:5]1[CH:10]=[CH:9][CH:8]=[CH:7][CH:6]=1)([CH3:4])([CH3:3])[CH3:2].[Cl:11][CH2:12][CH2:13][C:14](Cl)=[O:15].[Cl-].[Al+3].[Cl-].[Cl-]. (2) Given the product [CH:19]1([C:18]2[C:12]3[S:11][C:10]([NH:9][C:7](=[O:8])[C:6]4[CH:27]=[CH:28][C:3]([CH2:2][N:33]([CH2:32][CH2:31][O:30][CH3:29])[CH3:34])=[CH:4][CH:5]=4)=[N:14][C:13]=3[C:15]([O:25][CH3:26])=[CH:16][CH:17]=2)[CH2:24][CH2:23][CH2:22][CH2:21][CH2:20]1, predict the reactants needed to synthesize it. The reactants are: Cl[CH2:2][C:3]1[CH:28]=[CH:27][C:6]([C:7]([NH:9][C:10]2[S:11][C:12]3[C:18]([CH:19]4[CH2:24][CH2:23][CH2:22][CH2:21][CH2:20]4)=[CH:17][CH:16]=[C:15]([O:25][CH3:26])[C:13]=3[N:14]=2)=[O:8])=[CH:5][CH:4]=1.[CH3:29][O:30][CH2:31][CH2:32][NH:33][CH3:34]. (3) Given the product [OH:31][C@H:28]1[CH2:29][CH2:30][NH:23][C@@H:24]1[C:25]([NH:13][C:12]1[CH:11]=[CH:10][C:9]([CH2:1][CH2:2][CH2:3][CH2:4][CH2:5][CH2:6][CH2:7][CH3:8])=[CH:15][CH:14]=1)=[O:26], predict the reactants needed to synthesize it. The reactants are: [CH2:1]([C:9]1[CH:15]=[CH:14][C:12]([NH2:13])=[CH:11][CH:10]=1)[CH2:2][CH2:3][CH2:4][CH2:5][CH2:6][CH2:7][CH3:8].C(OC([N:23]1[CH2:30][CH2:29][C@H:28]([OH:31])[C@H:24]1[C:25](O)=[O:26])=O)(C)(C)C.